Dataset: Catalyst prediction with 721,799 reactions and 888 catalyst types from USPTO. Task: Predict which catalyst facilitates the given reaction. (1) Reactant: C1(S([N:10]2[C:14]3[N:15]=[CH:16][N:17]=[C:18]([N:19]4[CH2:24][CH2:23][CH:22]([NH:25][S:26]([C:29]5[CH:34]=[CH:33][C:32]([O:35][C:36]([F:39])([F:38])[F:37])=[CH:31][CH:30]=5)(=[O:28])=[O:27])[CH2:21][CH2:20]4)[C:13]=3[CH:12]=[C:11]2[C:40]2[CH:41]=[N:42][N:43]([CH3:45])[CH:44]=2)(=O)=O)C=CC=CC=1.CO.[OH-].[K+]. Product: [CH3:45][N:43]1[CH:44]=[C:40]([C:11]2[NH:10][C:14]3[N:15]=[CH:16][N:17]=[C:18]([N:19]4[CH2:20][CH2:21][CH:22]([NH:25][S:26]([C:29]5[CH:30]=[CH:31][C:32]([O:35][C:36]([F:38])([F:39])[F:37])=[CH:33][CH:34]=5)(=[O:28])=[O:27])[CH2:23][CH2:24]4)[C:13]=3[CH:12]=2)[CH:41]=[N:42]1. The catalyst class is: 6. (2) Reactant: CS[C:3]1[N:8]=[C:7]([C:9]2[CH:14]=[CH:13][C:12]([Cl:15])=[CH:11][C:10]=2[Cl:16])[C:6]([C:17]2[CH:22]=[CH:21][C:20]([Cl:23])=[CH:19][CH:18]=2)=[CH:5][N:4]=1.[Cl:24][C:25]1[CH:26]=[C:27]([CH:30]=[CH:31][C:32]=1[Cl:33])[CH2:28][OH:29]. Product: [Cl:24][C:25]1[CH:26]=[C:27]([CH:30]=[CH:31][C:32]=1[Cl:33])[CH2:28][O:29][C:3]1[N:8]=[C:7]([C:9]2[CH:14]=[CH:13][C:12]([Cl:15])=[CH:11][C:10]=2[Cl:16])[C:6]([C:17]2[CH:22]=[CH:21][C:20]([Cl:23])=[CH:19][CH:18]=2)=[CH:5][N:4]=1. The catalyst class is: 195. (3) Reactant: [OH:1][C:2]1[CH:3]=[C:4]([CH:24]=[CH:25][CH:26]=1)[CH2:5][N:6]1[CH2:11][CH2:10][N:9]([C:12]2[N:23]=[CH:22][CH:21]=[CH:20][C:13]=2[C:14]([O:16][CH:17]([CH3:19])[CH3:18])=[O:15])[CH2:8][CH2:7]1.Br[CH2:28][C:29]1[CH:34]=[CH:33][CH:32]=[C:31]([O:35][CH3:36])[CH:30]=1.C([O-])([O-])=O.[K+].[K+].[ClH:43]. Product: [ClH:43].[CH3:36][O:35][C:31]1[CH:30]=[C:29]([CH2:28][O:1][C:2]2[CH:3]=[C:4]([CH2:5][N:6]3[CH2:7][CH2:8][N:9]([C:12]4[C:13]([C:14]([O:16][CH:17]([CH3:19])[CH3:18])=[O:15])=[CH:20][CH:21]=[CH:22][N:23]=4)[CH2:10][CH2:11]3)[CH:24]=[CH:25][CH:26]=2)[CH:34]=[CH:33][CH:32]=1. The catalyst class is: 883. (4) Reactant: [Cl:1][C:2]1[CH:7]=[C:6]([CH3:8])[CH:5]=[CH:4][C:3]=1[NH:9][C:10](=[O:41])[CH2:11][C@@H:12]([C:24]1[C:28]([CH:29]2[CH2:31][CH2:30]2)=[C:27]([C:32]2[S:36][C:35]([CH2:37][CH:38]([CH3:40])[CH3:39])=[N:34][CH:33]=2)[O:26][N:25]=1)[CH2:13][CH2:14][CH2:15][O:16]CC1C=CC=CC=1.B(Br)(Br)Br. Product: [Cl:1][C:2]1[CH:7]=[C:6]([CH3:8])[CH:5]=[CH:4][C:3]=1[NH:9][C:10](=[O:41])[CH2:11][C@@H:12]([C:24]1[C:28]([CH:29]2[CH2:30][CH2:31]2)=[C:27]([C:32]2[S:36][C:35]([CH2:37][CH:38]([CH3:39])[CH3:40])=[N:34][CH:33]=2)[O:26][N:25]=1)[CH2:13][CH2:14][CH2:15][OH:16]. The catalyst class is: 4. (5) Reactant: N#N.[N:3]1[C:11]2[CH:10]=[CH:9][N:8]=[CH:7][C:6]=2[NH:5][C:4]=1[C@H:12]([NH2:22])[CH2:13][C:14]1[CH:19]=[CH:18][C:17]([O:20][CH3:21])=[CH:16][CH:15]=1.[C:23](N1C=CN=C1)(N1C=CN=C1)=[O:24].O. Product: [CH3:21][O:20][C:17]1[CH:18]=[CH:19][C:14]([CH2:13][C@@H:12]2[C:4]3=[N:5][C:6]4[CH:7]=[N:8][CH:9]=[CH:10][C:11]=4[N:3]3[C:23](=[O:24])[NH:22]2)=[CH:15][CH:16]=1.[CH3:21][O:20][C:17]1[CH:18]=[CH:19][C:14]([CH2:13][C@@H:12]2[C:4]3=[N:3][C:11]4[CH:10]=[CH:9][N:8]=[CH:7][C:6]=4[N:5]3[C:23](=[O:24])[NH:22]2)=[CH:15][CH:16]=1. The catalyst class is: 1. (6) Reactant: [C:1]([O:5][C:6]([NH:8][C:9]1[S:10][CH:11]=[C:12](/[C:14](=[N:35]/[O:36][C:37]2([C:40]([O:42][CH:43]([C:50]3[CH:55]=[CH:54][CH:53]=[CH:52][CH:51]=3)[C:44]3[CH:49]=[CH:48][CH:47]=[CH:46][CH:45]=3)=[O:41])[CH2:39][CH2:38]2)/[C:15]([NH:17][C@@H:18]2[C:21](=[O:22])[NH:20][C@@H:19]2[CH2:23][N:24]2[N:28]=[C:27]([CH2:29]OS(C)(=O)=O)[CH:26]=[N:25]2)=[O:16])[N:13]=1)=[O:7])([CH3:4])([CH3:3])[CH3:2].[I-].[Na+].C(=O)([O-])[O-].[Cs+].[Cs+].[Cl-:64].[SH:65][CH:66]1[CH2:73][N:69]2[CH:70]=[N:71][CH:72]=[N+:68]2[CH2:67]1. Product: [Cl-:64].[CH:43]([O:42][C:40]([C:37]1([O:36]/[N:35]=[C:14](/[C:12]2[N:13]=[C:9]([NH:8][C:6]([O:5][C:1]([CH3:4])([CH3:3])[CH3:2])=[O:7])[S:10][CH:11]=2)\[C:15]([NH:17][C@@H:18]2[C:21](=[O:22])[NH:20][C@@H:19]2[CH2:23][N:24]2[N:28]=[C:27]([CH2:29][S:65][CH:66]3[CH2:73][N:69]4[CH:70]=[N:71][CH:72]=[N+:68]4[CH2:67]3)[CH:26]=[N:25]2)=[O:16])[CH2:39][CH2:38]1)=[O:41])([C:50]1[CH:51]=[CH:52][CH:53]=[CH:54][CH:55]=1)[C:44]1[CH:45]=[CH:46][CH:47]=[CH:48][CH:49]=1. The catalyst class is: 3. (7) Reactant: [CH3:1][O:2][C:3]1[CH:4]=[C:5]([CH:11]=[CH:12][CH:13]=1)[O:6][CH2:7][C:8]([OH:10])=O.CCN(C(C)C)C(C)C.[NH2:23][CH2:24][CH:25]([OH:37])[CH2:26][N:27]1[CH2:36][CH2:35][C:34]2[C:29](=[CH:30][CH:31]=[CH:32][CH:33]=2)[CH2:28]1.C1N(P(Cl)(N2C(=O)OCC2)=O)C(=O)OC1. Product: [CH2:28]1[C:29]2[C:34](=[CH:33][CH:32]=[CH:31][CH:30]=2)[CH2:35][CH2:36][N:27]1[CH2:26][CH:25]([OH:37])[CH2:24][NH:23][C:8](=[O:10])[CH2:7][O:6][C:5]1[CH:11]=[CH:12][CH:13]=[C:3]([O:2][CH3:1])[CH:4]=1. The catalyst class is: 2. (8) The catalyst class is: 5. Reactant: [BH4-].[Na+].Cl[CH:4]([CH3:27])[C:5]([C:7]1[CH:12]=[CH:11][C:10]([NH:13][C:14](=[O:26])[CH2:15][C:16]2[CH:21]=[CH:20][C:19]([O:22][CH3:23])=[C:18]([O:24][CH3:25])[CH:17]=2)=[CH:9][CH:8]=1)=[O:6].[OH-].[Na+]. Product: [CH3:25][O:24][C:18]1[CH:17]=[C:16]([CH2:15][C:14]([NH:13][C:10]2[CH:11]=[CH:12][C:7]([CH:5]3[CH:4]([CH3:27])[O:6]3)=[CH:8][CH:9]=2)=[O:26])[CH:21]=[CH:20][C:19]=1[O:22][CH3:23].